This data is from Forward reaction prediction with 1.9M reactions from USPTO patents (1976-2016). The task is: Predict the product of the given reaction. (1) Given the reactants [CH3:1][O:2][C:3]1[C:4]([N+:26]([O-])=O)=[C:5]([N:13]2[CH:17]=[C:16]([CH3:18])[N:15]=[C:14]2[C:19]2[CH:24]=[CH:23][N:22]=[CH:21][C:20]=2[CH3:25])[CH:6]=[C:7]([C:9]([F:12])([F:11])[F:10])[CH:8]=1.[OH-].[Na+], predict the reaction product. The product is: [CH3:1][O:2][C:3]1[CH:8]=[C:7]([C:9]([F:11])([F:12])[F:10])[CH:6]=[C:5]([N:13]2[CH:17]=[C:16]([CH3:18])[N:15]=[C:14]2[C:19]2[CH:24]=[CH:23][N:22]=[CH:21][C:20]=2[CH3:25])[C:4]=1[NH2:26]. (2) Given the reactants [CH3:1][C@@H:2]1[O:7][C@@H:6]([O:8][C@@H:9]2[C:14]3=[C:15]([OH:32])[C:16]4[C:28](=[O:29])[C:27]5[C:22](=[CH:23][CH:24]=[CH:25][C:26]=5[O:30][CH3:31])[C:20](=[O:21])[C:17]=4[C:18]([OH:19])=[C:13]3[CH2:12][C@@:11]([OH:37])([C:33]([CH2:35][OH:36])=[O:34])[CH2:10]2)[CH2:5][C@H:4]([NH2:38])[C@@H:3]1[OH:39].Cl.[NH:41](C(OCC1C2C(=CC=CC=2)C2C1=CC=CC=2)=O)[C@H:42]([C:50]([OH:52])=[O:51])[CH2:43][CH2:44][CH2:45][NH:46][C:47](=[NH:49])[NH2:48].C(N(CC)CC)C.CN(C(ON1N=NC2C=CC=NC1=2)=[N+](C)C)C.F[P-](F)(F)(F)(F)F, predict the reaction product. The product is: [CH3:1][C@@H:2]1[O:7][C@@H:6]([O:8][C@@H:9]2[C:14]3=[C:15]([OH:32])[C:16]4[C:28](=[O:29])[C:27]5[C:22](=[CH:23][CH:24]=[CH:25][C:26]=5[O:30][CH3:31])[C:20](=[O:21])[C:17]=4[C:18]([OH:19])=[C:13]3[CH2:12][C@@:11]([OH:37])([C:33]([CH2:35][OH:36])=[O:34])[CH2:10]2)[CH2:5][C@H:4]([NH2:38])[C@@H:3]1[OH:39].[NH2:41][C@H:42]([C:50]([OH:52])=[O:51])[CH2:43][CH2:44][CH2:45][NH:46][C:47](=[NH:48])[NH2:49]. (3) Given the reactants [ClH:1].O1CCOCC1.[CH3:8][C:9]1([CH3:38])[C:13]([CH3:15])([CH3:14])[O:12][B:11]([C:16]2[CH:17]=[C:18]([C:28]([O:30][CH2:31][C:32]3[CH:37]=[CH:36][CH:35]=[CH:34][CH:33]=3)=[O:29])[N:19](C(OC(C)(C)C)=O)[CH:20]=2)[O:10]1, predict the reaction product. The product is: [CH3:14][C:13]1([CH3:15])[C:9]([CH3:8])([CH3:38])[O:10][B:11]([C:16]2[CH:17]=[C:18]([C:28]([O:30][CH2:31][C:32]3[CH:33]=[CH:34][CH:35]=[CH:36][CH:37]=3)=[O:29])[NH:19][CH:20]=2)[O:12]1.[ClH:1]. (4) Given the reactants [CH3:1][N:2]([CH3:21])[C:3](=[O:20])[CH2:4][N:5]([CH3:19])[C:6]([C:8]1[S:9][C:10]2[N:11]=[CH:12][N:13]=C(SC)[C:15]=2[N:16]=1)=[O:7].ClCCl.ClC1C=C(C(OO)=[O:33])C=CC=1.[CH3:36][S:37]([CH3:39])=[O:38], predict the reaction product. The product is: [CH3:1][N:2]([CH3:21])[C:3](=[O:20])[CH2:4][N:5]([CH3:19])[C:6]([C:8]1[S:9][C:10]2[N:11]=[CH:12][N:13]=[C:36]([S:37]([CH3:39])(=[O:33])=[O:38])[C:15]=2[N:16]=1)=[O:7]. (5) The product is: [O:9]=[C:3]([CH2:1][CH3:2])/[CH:4]=[CH:5]/[C:6]([OH:8])=[O:7]. Given the reactants [CH2:1]([C:3]1([OH:9])[O:7][C:6](=[O:8])[CH:5]=[CH:4]1)[CH3:2].CC(C)=O.O.N1C=CC=CC=1, predict the reaction product.